The task is: Predict the reaction yield, written as a fraction of the theoretical maximum amount of product (1.0 means a 100% yield; for example, 0.34 means a 34% yield).. This data is from Reaction yield outcomes from USPTO patents with 853,638 reactions. (1) The reactants are [CH3:1][O:2][C:3]1[N:8]=[CH:7][C:6]([NH:9][C:10]2[C:15]([C:16]3[N:21]=[C:20]([CH3:22])[N:19]=[C:18](SC)[N:17]=3)=[CH:14][N:13]=[C:12]([N:25]([CH3:27])[CH3:26])[N:11]=2)=[CH:5][CH:4]=1.[NH3:28]. The catalyst is O1CCOCC1. The product is [NH2:28][C:18]1[N:19]=[C:20]([CH3:22])[N:21]=[C:16]([C:15]2[C:10]([NH:9][C:6]3[CH:7]=[N:8][C:3]([O:2][CH3:1])=[CH:4][CH:5]=3)=[N:11][C:12]([N:25]([CH3:27])[CH3:26])=[N:13][CH:14]=2)[N:17]=1. The yield is 0.748. (2) The reactants are [Cl:1][C:2]1[CH:3]=[C:4]2[C:9](=[CH:10][CH:11]=1)[N:8]=[C:7]([CH2:12][CH:13]([CH3:15])[CH3:14])[C:6]([C:16](OC)=[O:17])=[C:5]2[C:20]1[CH:25]=[CH:24][CH:23]=[CH:22][CH:21]=1.[H-].C([Al+]CC(C)C)C(C)C.S([O-])([O-])(=O)=O.[Na+].[Na+]. The catalyst is C1(C)C=CC=CC=1.O. The product is [Cl:1][C:2]1[CH:3]=[C:4]2[C:9](=[CH:10][CH:11]=1)[N:8]=[C:7]([CH2:12][CH:13]([CH3:15])[CH3:14])[C:6]([CH2:16][OH:17])=[C:5]2[C:20]1[CH:25]=[CH:24][CH:23]=[CH:22][CH:21]=1. The yield is 0.820. (3) The reactants are [Cl:1][CH2:2][CH2:3][CH2:4][C:5](Cl)=[O:6].[CH3:8][S:9]([N:12]1[CH2:17][CH2:16][NH:15][CH2:14][CH2:13]1)(=[O:11])=[O:10].CCN(CC)CC. The catalyst is C(Cl)Cl.CCOC(C)=O. The product is [Cl:1][CH2:2][CH2:3][CH2:4][C:5]([N:15]1[CH2:16][CH2:17][N:12]([S:9]([CH3:8])(=[O:11])=[O:10])[CH2:13][CH2:14]1)=[O:6]. The yield is 0.723.